Predict the reaction yield, written as a fraction of the theoretical maximum amount of product (1.0 means a 100% yield; for example, 0.34 means a 34% yield). From a dataset of Reaction yield outcomes from USPTO patents with 853,638 reactions. (1) The reactants are C(OC([NH:11][C:12]1[C:13]([C:28]([NH:30][C:31]2[CH:32]=[N:33][CH:34]=[CH:35][C:36]=2[N:37]2[CH2:42][C@H:41]([CH3:43])[C@H:40]([NH:44][C:45](=[O:48])[O:46][CH3:47])[C@H:39]([NH:49]C(=O)OC(C)(C)C)[CH2:38]2)=[O:29])=[N:14][C:15]2[C:20]([CH:21]=1)=[CH:19][CH:18]=[C:17]([C:22]1[CH2:23][CH2:24][O:25][CH2:26][CH:27]=1)[CH:16]=2)=O)C1C=CC=CC=1. The catalyst is CO.C1COCC1.[Pd]. The product is [NH2:49][C@H:39]1[C@@H:40]([NH:44][C:45](=[O:48])[O:46][CH3:47])[C@@H:41]([CH3:43])[CH2:42][N:37]([C:36]2[CH:35]=[CH:34][N:33]=[CH:32][C:31]=2[NH:30][C:28]([C:13]2[C:12]([NH2:11])=[CH:21][C:20]3[C:15](=[CH:16][C:17]([CH:22]4[CH2:27][CH2:26][O:25][CH2:24][CH2:23]4)=[CH:18][CH:19]=3)[N:14]=2)=[O:29])[CH2:38]1. The yield is 0.580. (2) The reactants are [C:1]1([SH:7])[CH:6]=[CH:5][CH:4]=[CH:3][CH:2]=1.[C:8](#[N:11])[CH:9]=[CH2:10].[OH-].C([N+](CCCC)(CCCC)CCCC)CCC. The catalyst is ClCCl. The product is [C:1]1([S:7][CH2:10][CH2:9][C:8]#[N:11])[CH:6]=[CH:5][CH:4]=[CH:3][CH:2]=1. The yield is 0.920.